Dataset: Reaction yield outcomes from USPTO patents with 853,638 reactions. Task: Predict the reaction yield, written as a fraction of the theoretical maximum amount of product (1.0 means a 100% yield; for example, 0.34 means a 34% yield). (1) The reactants are [CH:1]1[C:13]2[CH:12]([CH2:14][O:15][C:16]([NH:18][C@@H:19]([C:29]([OH:31])=[O:30])[CH2:20][O:21][CH2:22][C:23]3[CH:28]=[CH:27][CH:26]=[CH:25][CH:24]=3)=[O:17])[C:11]3[C:6](=[CH:7][CH:8]=[CH:9][CH:10]=3)[C:5]=2[CH:4]=[CH:3][CH:2]=1.C(OC[CH2:37][CH2:38][CH3:39])(=O)C.S(=O)(=O)(O)O.Cl[CH2:46]Cl. No catalyst specified. The product is [C:38]([O:30][C:29](=[O:31])[C@@H:19]([CH2:20][O:21][CH2:22][C:23]1[CH:24]=[CH:25][CH:26]=[CH:27][CH:28]=1)[NH:18][C:16]([O:15][CH2:14][CH:12]1[C:13]2[CH:1]=[CH:2][CH:3]=[CH:4][C:5]=2[C:6]2[C:11]1=[CH:10][CH:9]=[CH:8][CH:7]=2)=[O:17])([CH3:37])([CH3:39])[CH3:46]. The yield is 0.770. (2) The reactants are [CH2:1]([S:8][C:9]1[C:10]([F:33])=[CH:11][C:12]([NH:22][C:23]2[CH:28]=[C:27]([Cl:29])[C:26]([Br:30])=[CH:25][C:24]=2[O:31][CH3:32])=[C:13](/[CH:15]=[CH:16]/[C:17]([O:19]CC)=O)[CH:14]=1)[C:2]1[CH:7]=[CH:6][CH:5]=[CH:4][CH:3]=1.C[O-].[Na+]. The catalyst is CO. The product is [CH2:1]([S:8][C:9]1[CH:14]=[C:13]2[C:12](=[CH:11][C:10]=1[F:33])[N:22]([C:23]1[CH:28]=[C:27]([Cl:29])[C:26]([Br:30])=[CH:25][C:24]=1[O:31][CH3:32])[C:17](=[O:19])[CH:16]=[CH:15]2)[C:2]1[CH:7]=[CH:6][CH:5]=[CH:4][CH:3]=1. The yield is 0.746. (3) The reactants are [Cl:1][C:2]1[C:3]([C:10]([OH:12])=O)=[N:4][CH:5]=[C:6]([C:8]#[N:9])[CH:7]=1.[NH2:13][C:14]1[CH:15]=[CH:16][C:17]([F:51])=[C:18]([C@:20]2([CH3:50])[CH2:25][O:24][CH2:23][C:22]([NH:26][C:27]([C:42]3[CH:47]=[CH:46][C:45]([O:48][CH3:49])=[CH:44][CH:43]=3)([C:34]3[CH:39]=[CH:38][C:37]([O:40][CH3:41])=[CH:36][CH:35]=3)[C:28]3[CH:33]=[CH:32][CH:31]=[CH:30][CH:29]=3)=[N:21]2)[CH:19]=1.O.[Cl-].COC1N=C(OC)N=C([N+]2(C)CCOCC2)N=1. No catalyst specified. The product is [CH3:49][O:48][C:45]1[CH:46]=[CH:47][C:42]([C:27]([NH:26][C:22]2[CH2:23][O:24][CH2:25][C@:20]([C:18]3[CH:19]=[C:14]([NH:13][C:10]([C:3]4[C:2]([Cl:1])=[CH:7][C:6]([C:8]#[N:9])=[CH:5][N:4]=4)=[O:12])[CH:15]=[CH:16][C:17]=3[F:51])([CH3:50])[N:21]=2)([C:34]2[CH:35]=[CH:36][C:37]([O:40][CH3:41])=[CH:38][CH:39]=2)[C:28]2[CH:29]=[CH:30][CH:31]=[CH:32][CH:33]=2)=[CH:43][CH:44]=1. The yield is 0.440. (4) The reactants are [CH2:1]([O:3][C:4]1[CH:5]=[C:6]([C:13]2[O:17][N:16]=[C:15]([C:18]3[CH:19]=[CH:20][C:21]4[O:25][C:24]([CH2:26][N:27]5[CH2:30][CH:29]([C:31]([O:33]C)=[O:32])[CH2:28]5)=[CH:23][C:22]=4[CH:35]=3)[N:14]=2)[CH:7]=[CH:8][C:9]=1[O:10][CH2:11][CH3:12])[CH3:2].[OH-].[K+]. The catalyst is O1CCOCC1. The product is [CH2:1]([O:3][C:4]1[CH:5]=[C:6]([C:13]2[O:17][N:16]=[C:15]([C:18]3[CH:19]=[CH:20][C:21]4[O:25][C:24]([CH2:26][N:27]5[CH2:28][CH:29]([C:31]([OH:33])=[O:32])[CH2:30]5)=[CH:23][C:22]=4[CH:35]=3)[N:14]=2)[CH:7]=[CH:8][C:9]=1[O:10][CH2:11][CH3:12])[CH3:2]. The yield is 0.550. (5) The reactants are [NH2:1][C:2]1[CH:3]=[C:4]([CH3:9])[CH:5]=[N:6][C:7]=1[Cl:8].[N+:10]([C:13]1[CH:21]=[CH:20][CH:19]=[CH:18][C:14]=1[C:15](Cl)=[O:16])([O-:12])=[O:11]. The catalyst is N1C=CC=CC=1.O.C(=O)(O)[O-].[Na+]. The product is [Cl:8][C:7]1[C:2]([NH:1][C:15](=[O:16])[C:14]2[CH:18]=[CH:19][CH:20]=[CH:21][C:13]=2[N+:10]([O-:12])=[O:11])=[CH:3][C:4]([CH3:9])=[CH:5][N:6]=1. The yield is 0.910. (6) The reactants are [CH2:1]([C:5]1[N:6]=[C:7]([CH3:27])[NH:8][C:9](=[O:26])[C:10]=1[CH2:11][C:12]1[CH:17]=[CH:16][C:15]([C:18]2[C:19]([C:24]#[N:25])=[CH:20][CH:21]=[CH:22][CH:23]=2)=[CH:14][CH:13]=1)[CH2:2][CH2:3][CH3:4].C(=O)([O-])[O-].[K+].[K+].Br[CH2:35][C:36]1[CH:41]=[CH:40][CH:39]=[C:38]([F:42])[C:37]=1[F:43].CN(C)C=O. The catalyst is C(OCC)(=O)C. The product is [CH2:1]([C:5]1[N:6]=[C:7]([CH3:27])[N:8]([CH2:35][C:36]2[CH:41]=[CH:40][CH:39]=[C:38]([F:42])[C:37]=2[F:43])[C:9](=[O:26])[C:10]=1[CH2:11][C:12]1[CH:17]=[CH:16][C:15]([C:18]2[C:19]([C:24]#[N:25])=[CH:20][CH:21]=[CH:22][CH:23]=2)=[CH:14][CH:13]=1)[CH2:2][CH2:3][CH3:4]. The yield is 0.460. (7) The reactants are [NH:1]1[CH2:6][CH2:5][O:4][CH2:3][CH2:2]1.Cl[CH2:8][C:9]([NH:11][C:12]1[CH:21]=[C:20]2[C:15]([CH:16]=[C:17]([C:23]3[CH:28]=[CH:27][CH:26]=[CH:25][CH:24]=3)[NH:18][C:19]2=[O:22])=[CH:14][CH:13]=1)=[O:10].[OH-].[Na+]. The product is [N:1]1([CH2:8][C:9]([NH:11][C:12]2[CH:21]=[C:20]3[C:15]([CH:16]=[C:17]([C:23]4[CH:28]=[CH:27][CH:26]=[CH:25][CH:24]=4)[NH:18][C:19]3=[O:22])=[CH:14][CH:13]=2)=[O:10])[CH2:6][CH2:5][O:4][CH2:3][CH2:2]1. The yield is 0.760. The catalyst is CN(C=O)C.